This data is from Forward reaction prediction with 1.9M reactions from USPTO patents (1976-2016). The task is: Predict the product of the given reaction. (1) Given the reactants Br[CH2:2][CH2:3][CH2:4][CH2:5][CH2:6][CH2:7][C:8]1[C:14]2[CH:15]=[CH:16][C:17]([OH:19])=[CH:18][C:13]=2[CH2:12][CH2:11][CH2:10][C:9]=1[C:20]1[CH:25]=[CH:24][CH:23]=[CH:22][CH:21]=1.[F:26][C:27]([F:42])([F:41])[CH2:28][CH2:29][S:30]([CH2:33][CH2:34][CH2:35][NH:36][CH2:37][CH2:38][CH2:39][OH:40])(=[O:32])=[O:31], predict the reaction product. The product is: [OH:40][CH2:39][CH2:38][CH2:37][N:36]([CH2:35][CH2:34][CH2:33][S:30]([CH2:29][CH2:28][C:27]([F:42])([F:26])[F:41])(=[O:31])=[O:32])[CH2:2][CH2:3][CH2:4][CH2:5][CH2:6][CH2:7][C:8]1[C:14]2[CH:15]=[CH:16][C:17]([OH:19])=[CH:18][C:13]=2[CH2:12][CH2:11][CH2:10][C:9]=1[C:20]1[CH:25]=[CH:24][CH:23]=[CH:22][CH:21]=1. (2) Given the reactants [F:1][C:2]1[CH:3]=[C:4]([CH:6]=[CH:7][C:8]=1[F:9])[NH2:5].[Cl:10][CH2:11][C:12](Cl)=[O:13], predict the reaction product. The product is: [Cl:10][CH2:11][C:12]([NH:5][C:4]1[CH:6]=[CH:7][C:8]([F:9])=[C:2]([F:1])[CH:3]=1)=[O:13]. (3) Given the reactants [C:1]([O:5][C:6](=[O:24])[NH:7][C:8]1[CH:13]=[CH:12][C:11]([C:14]#[C:15][C:16]2[CH:21]=[CH:20][CH:19]=[CH:18][C:17]=2[F:22])=[CH:10][C:9]=1[NH2:23])([CH3:4])([CH3:3])[CH3:2].[N:25]1([C:30]2[CH:31]=[C:32]([C:36]3[O:41]C(C)(C)[O:39][C:38](=O)[CH:37]=3)[CH:33]=[CH:34][CH:35]=2)[CH:29]=[CH:28][N:27]=[CH:26]1, predict the reaction product. The product is: [C:1]([O:5][C:6](=[O:24])[NH:7][C:8]1[CH:13]=[CH:12][C:11]([C:14]#[C:15][C:16]2[CH:21]=[CH:20][CH:19]=[CH:18][C:17]=2[F:22])=[CH:10][C:9]=1[NH:23][C:38](=[O:39])[CH2:37][C:36]([C:32]1[CH:33]=[CH:34][CH:35]=[C:30]([N:25]2[CH:29]=[CH:28][N:27]=[CH:26]2)[CH:31]=1)=[O:41])([CH3:4])([CH3:2])[CH3:3]. (4) Given the reactants [NH2:1][C:2]1[N:7]=[CH:6][C:5]([O:8][C:9]2[CH:10]=[CH:11][C:12]([F:25])=[C:13]([NH:15][C:16]([C:18]3[N:22]([CH3:23])[N:21]=[C:20]([CH3:24])[CH:19]=3)=[O:17])[CH:14]=2)=[CH:4][CH:3]=1.[C:26]1([CH3:36])[CH:31]=[CH:30][C:29]([S:32](Cl)(=[O:34])=[O:33])=[CH:28][CH:27]=1, predict the reaction product. The product is: [F:25][C:12]1[CH:11]=[CH:10][C:9]([O:8][C:5]2[CH:6]=[N:7][C:2]([NH:1][S:32]([C:29]3[CH:30]=[CH:31][C:26]([CH3:36])=[CH:27][CH:28]=3)(=[O:34])=[O:33])=[CH:3][CH:4]=2)=[CH:14][C:13]=1[NH:15][C:16]([C:18]1[N:22]([CH3:23])[N:21]=[C:20]([CH3:24])[CH:19]=1)=[O:17]. (5) The product is: [CH3:14][C:15]1[N:1]([C@H:2]2[CH2:6][C@@:5]([CH:34]([CH3:35])[CH3:32])([C:7]([OH:9])=[O:8])[CH:4]=[CH:3]2)[C:17]([CH3:20])=[CH:18][CH:19]=1. Given the reactants [NH2:1][C@H:2]1[CH2:6][C@@H:5]([C:7]([OH:9])=[O:8])[CH:4]=[CH:3]1.S(Cl)(Cl)=O.[CH3:14][C:15]1N([C@H]2C[C@@H](C(OC)=O)C=C2)[C:17]([CH3:20])=[CH:18][CH:19]=1.CO[C:32]([C@@H:34]1C[C@H](N)C=[CH:35]1)=O.CC(=O)CC(=O)C.CCN(C(C)C)C(C)C.ICCC.C[Si]([N-][Si](C)(C)C)(C)C.[Li+], predict the reaction product.